This data is from Full USPTO retrosynthesis dataset with 1.9M reactions from patents (1976-2016). The task is: Predict the reactants needed to synthesize the given product. (1) Given the product [O:15]=[C:14]1[C:8]2=[CH:7][C:6]3[CH:5]=[C:4]([C:16]#[N:17])[CH:3]=[C:2]([C:23]4[CH:24]=[CH:25][C:20]([C:19]([F:30])([F:29])[F:18])=[CH:21][CH:22]=4)[C:10]=3[N:9]2[CH2:11][CH2:12][NH:13]1, predict the reactants needed to synthesize it. The reactants are: Br[C:2]1[C:10]2[N:9]3[CH2:11][CH2:12][NH:13][C:14](=[O:15])[C:8]3=[CH:7][C:6]=2[CH:5]=[C:4]([C:16]#[N:17])[CH:3]=1.[F:18][C:19]([F:30])([F:29])[C:20]1[CH:25]=[CH:24][C:23](B(O)O)=[CH:22][CH:21]=1. (2) Given the product [CH:16]1([N:20]([CH2:10][C:24]#[CH:25])[C:1](=[O:8])[C:2]2[CH:7]=[CH:6][CH:5]=[CH:4][CH:3]=2)[CH2:19][CH2:18][CH2:17]1, predict the reactants needed to synthesize it. The reactants are: [C:1](Cl)(=[O:8])[C:2]1[CH:7]=[CH:6][CH:5]=[CH:4][CH:3]=1.[C:10](=O)([O-])[O-].[K+].[K+].[CH:16]1([NH2:20])[CH2:19][CH2:18][CH2:17]1.CCO[CH2:24][CH3:25]. (3) The reactants are: FC(F)(F)S(O[C:7]1[CH:12]=[C:11]([CH3:13])[N:10]([CH2:14][C:15]2[CH:20]=[CH:19][CH:18]=[C:17]([F:21])[CH:16]=2)[C:9](=[O:22])[C:8]=1[Br:23])(=O)=O.BrC1C(=O)N([CH2:35][C:36]2[CH:41]=[CH:40][CH:39]=[C:38](F)[CH:37]=2)C(C)=CC=1O.[CH2:44](N(CC)CC)C. Given the product [Br:23][C:8]1[C:9](=[O:22])[N:10]([CH2:14][C:15]2[CH:20]=[CH:19][CH:18]=[C:17]([F:21])[CH:16]=2)[C:11]([CH3:13])=[CH:12][C:7]=1[CH2:44][CH2:35][C:36]1[CH:37]=[CH:38][CH:39]=[CH:40][CH:41]=1, predict the reactants needed to synthesize it. (4) Given the product [F:8][C:6]1[CH:5]=[C:4]([CH2:9][C:10]([NH:12][C@H:13]([C:15]([NH:19][C@@H:20]([CH2:25][C:26]2[CH:27]=[N:28][CH:29]=[CH:30][CH:31]=2)[C:21]([O:23][CH3:24])=[O:22])=[O:17])[CH3:14])=[O:11])[CH:3]=[C:2]([F:1])[CH:7]=1, predict the reactants needed to synthesize it. The reactants are: [F:1][C:2]1[CH:3]=[C:4]([CH2:9][C:10]([NH:12][C@H:13]([C:15]([OH:17])=O)[CH3:14])=[O:11])[CH:5]=[C:6]([F:8])[CH:7]=1.Cl.[NH2:19][C@@H:20]([CH2:25][C:26]1[CH:27]=[N:28][CH:29]=[CH:30][CH:31]=1)[C:21]([O:23][CH3:24])=[O:22]. (5) Given the product [Cl:3][C:17]1[N:18]=[C:19]2[C:14]([CH:13]=[C:12]([C:6]3[CH:11]=[CH:10][CH:9]=[CH:8][CH:7]=3)[C:21]([C:22]3[CH:27]=[CH:26][CH:25]=[CH:24][CH:23]=3)=[N:20]2)=[CH:15][CH:16]=1.[Cl:3][C:41]1[CH:40]=[CH:39][N:38]=[C:37]2[C:42]=1[CH:43]=[C:44]([C:45]1[CH:50]=[CH:49][CH:48]=[CH:47][CH:46]=1)[C:35]([C:29]1[CH:34]=[CH:33][CH:32]=[CH:31][CH:30]=1)=[N:36]2, predict the reactants needed to synthesize it. The reactants are: O=P(Cl)(Cl)[Cl:3].[C:6]1([C:12]2[CH:13]=[C:14]3[C:19](=[N:20][C:21]=2[C:22]2[CH:27]=[CH:26][CH:25]=[CH:24][CH:23]=2)[N+:18]([O-])=[CH:17][CH:16]=[CH:15]3)[CH:11]=[CH:10][CH:9]=[CH:8][CH:7]=1.[C:29]1([C:35]2[C:44]([C:45]3[CH:50]=[CH:49][CH:48]=[CH:47][CH:46]=3)=[CH:43][C:42]3[C:37](=[N:38][CH:39]=[CH:40][CH:41]=3)[N+:36]=2[O-])[CH:34]=[CH:33][CH:32]=[CH:31][CH:30]=1.C([O-])([O-])=O.[Na+].[Na+].